This data is from Forward reaction prediction with 1.9M reactions from USPTO patents (1976-2016). The task is: Predict the product of the given reaction. (1) Given the reactants [CH3:1][C:2]12[C:15]3([CH3:16])[N:6]4C(CO)C[N:9]3[CH2:10][CH2:11][N:12]1[CH2:13][CH2:14][N:3]2[CH2:4][CH2:5]4.Cl, predict the reaction product. The product is: [CH3:16][C:15]12[C:2]3([CH3:1])[N:3]([CH2:14][CH2:13][N:12]3[CH2:11][CH2:10][NH:9]1)[CH2:4][CH2:5][NH:6]2. (2) Given the reactants [Cl:1][C:2]1[CH:7]=[CH:6][C:5]([C@H:8]2[N:15]3[C:11]([S:12][C:13]([C:19](O)=[O:20])=[C:14]3[CH:16]([CH3:18])[CH3:17])=[N:10][C@:9]2([C:23]2[CH:28]=[CH:27][C:26]([Cl:29])=[CH:25][CH:24]=2)[CH3:22])=[CH:4][CH:3]=1.[CH2:30]([NH:32][C@H:33]1[CH2:37][CH2:36][N:35]([C:38]([O:40][C:41]([CH3:44])([CH3:43])[CH3:42])=[O:39])[CH2:34]1)[CH3:31], predict the reaction product. The product is: [Cl:1][C:2]1[CH:3]=[CH:4][C:5]([C@H:8]2[N:15]3[C:11]([S:12][C:13]([C:19]([N:32]([CH2:30][CH3:31])[C@H:33]4[CH2:37][CH2:36][N:35]([C:38]([O:40][C:41]([CH3:43])([CH3:42])[CH3:44])=[O:39])[CH2:34]4)=[O:20])=[C:14]3[CH:16]([CH3:18])[CH3:17])=[N:10][C@:9]2([C:23]2[CH:28]=[CH:27][C:26]([Cl:29])=[CH:25][CH:24]=2)[CH3:22])=[CH:6][CH:7]=1. (3) The product is: [C:1]1([O:7][CH3:8])[C:6](=[CH:5][CH:4]=[CH:3][CH:2]=1)[OH:9].[CH3:8][O:7][C:1]1[CH:6]=[CH:5][C:4]([OH:9])=[CH:3][CH:2]=1. Given the reactants [C:1]1([O:7][CH3:8])[CH:6]=[CH:5][CH:4]=[CH:3][CH:2]=1.[OH:9]O, predict the reaction product. (4) Given the reactants C[O:2][C:3]([C:5]1[C:6]([C:14]2[CH:19]=[CH:18][CH:17]=[CH:16][C:15]=2[N+:20]([O-:22])=[O:21])=[CH:7][CH:8]=[C:9]([C:11](=[S:13])[NH2:12])[CH:10]=1)=[O:4].Br.Br[CH2:25][C:26]([C:28]1[CH:33]=[CH:32][CH:31]=[CH:30][N:29]=1)=O, predict the reaction product. The product is: [N+:20]([C:15]1[CH:16]=[CH:17][CH:18]=[CH:19][C:14]=1[C:6]1[C:5]([C:3]([OH:2])=[O:4])=[CH:10][C:9]([C:11]2[S:13][CH:25]=[C:26]([C:28]3[CH:33]=[CH:32][CH:31]=[CH:30][N:29]=3)[N:12]=2)=[CH:8][CH:7]=1)([O-:22])=[O:21]. (5) The product is: [CH3:22][C:21]1[C:16]([N:13]2[CH2:14][CH2:15][N:10]([C:8]([C:5]3[CH:6]=[CH:7][C:2]([N:27]4[CH2:28][CH2:29][O:25][C:26]4=[O:30])=[C:3]([CH3:24])[CH:4]=3)=[O:9])[CH2:11][CH2:12]2)=[N:17][CH:18]=[C:19]([CH3:23])[CH:20]=1. Given the reactants Br[C:2]1[CH:7]=[CH:6][C:5]([C:8]([N:10]2[CH2:15][CH2:14][N:13]([C:16]3[C:21]([CH3:22])=[CH:20][C:19]([CH3:23])=[CH:18][N:17]=3)[CH2:12][CH2:11]2)=[O:9])=[CH:4][C:3]=1[CH3:24].[O:25]1[CH2:29][CH2:28][NH:27][C:26]1=[O:30], predict the reaction product.